Predict the product of the given reaction. From a dataset of Forward reaction prediction with 1.9M reactions from USPTO patents (1976-2016). (1) The product is: [CH2:36]([C@@H:15]([CH2:16][CH2:17][CH3:18])[C:14]([N:3]1[C@@H:2]([CH3:1])[C@@H:6]([C:7]2[CH:12]=[CH:11][CH:10]=[CH:9][CH:8]=2)[O:5][C:4]1=[O:13])=[O:19])[CH3:37]. Given the reactants [CH3:1][C@H:2]1[C@@H:6]([C:7]2[CH:12]=[CH:11][CH:10]=[CH:9][CH:8]=2)[O:5][C:4](=[O:13])[N:3]1[C:14](=[O:19])[CH2:15][CH2:16][CH2:17][CH3:18].C[Si]([N-][Si](C)(C)C)(C)C.[Na+].FC(F)(F)S(O[CH2:36][CH3:37])(=O)=O, predict the reaction product. (2) Given the reactants Cl[C:2](=[N:8][OH:9])[C:3]([O:5][CH2:6][CH3:7])=[O:4].[C:10]([O:14][C:15]([NH:17][CH2:18][C:19]#[CH:20])=[O:16])([CH3:13])([CH3:12])[CH3:11].C(N(CC)CC)C.[Cl-].[NH4+], predict the reaction product. The product is: [C:10]([O:14][C:15]([NH:17][CH2:18][C:19]1[O:9][N:8]=[C:2]([C:3]([O:5][CH2:6][CH3:7])=[O:4])[CH:20]=1)=[O:16])([CH3:13])([CH3:12])[CH3:11]. (3) Given the reactants Br[C:2]1[CH:3]=[N:4][CH:5]=[C:6]([Br:8])[CH:7]=1.[F:9][C:10]1[CH:15]=[CH:14][C:13]([F:16])=[CH:12][C:11]=1B(O)O, predict the reaction product. The product is: [Br:8][C:6]1[CH:5]=[N:4][CH:3]=[C:2]([C:14]2[CH:15]=[C:10]([F:9])[CH:11]=[CH:12][C:13]=2[F:16])[CH:7]=1. (4) Given the reactants [CH3:1][O:2][C:3]1[CH:4]=[C:5]([CH:8]=[C:9]([O:11][CH3:12])[CH:10]=1)[CH:6]=O.[N:13]([CH2:16][C:17]([O:19][CH3:20])=[O:18])=[N+:14]=[N-:15].C[O-].[Na+], predict the reaction product. The product is: [N:13]([C:16](=[CH:6][C:5]1[CH:4]=[C:3]([O:2][CH3:1])[CH:10]=[C:9]([O:11][CH3:12])[CH:8]=1)[C:17]([O:19][CH3:20])=[O:18])=[N+:14]=[N-:15]. (5) Given the reactants [CH:1]([CH:3]1[C:15]2[CH:14]=[C:13]([C:16]([OH:18])=[O:17])[CH:12]=[CH:11][C:10]=2[C:9]2[C:4]1=[CH:5][C:6]([C:19]([OH:21])=[O:20])=[CH:7][CH:8]=2)=[O:2].[BH4-].[Na+], predict the reaction product. The product is: [OH:2][CH2:1][CH:3]1[C:15]2[CH:14]=[C:13]([C:16]([OH:18])=[O:17])[CH:12]=[CH:11][C:10]=2[C:9]2[C:4]1=[CH:5][C:6]([C:19]([OH:21])=[O:20])=[CH:7][CH:8]=2. (6) Given the reactants [CH:1](=[N:3][OH:4])[CH3:2].C(N(CC)CC)C.[C:12]([C:14]1[CH:19]=[C:18]([O:20][C:21]2[CH:26]=[CH:25][C:24]([NH2:27])=[C:23]([F:28])[CH:22]=2)[CH:17]=[CH:16][N:15]=1)#[CH:13].ClN1C(=O)CCC1=O, predict the reaction product. The product is: [F:28][C:23]1[CH:22]=[C:21]([O:20][C:18]2[CH:17]=[CH:16][N:15]=[C:14]([C:12]3[O:4][N:3]=[C:1]([CH3:2])[CH:13]=3)[CH:19]=2)[CH:26]=[CH:25][C:24]=1[NH2:27]. (7) Given the reactants N([O-])=O.[Na+].[F:5][C:6]1[C:7]([O:13][CH3:14])=[C:8]([CH:10]=[CH:11][CH:12]=1)N.[BrH:15], predict the reaction product. The product is: [Br:15][C:8]1[CH:10]=[CH:11][CH:12]=[C:6]([F:5])[C:7]=1[O:13][CH3:14].